This data is from Catalyst prediction with 721,799 reactions and 888 catalyst types from USPTO. The task is: Predict which catalyst facilitates the given reaction. (1) Reactant: [F:1][C:2]1[C:7]([F:8])=[CH:6][CH:5]=[CH:4][C:3]=1[C@H:9]([N:11]([CH2:34][C:35]1[CH:40]=[CH:39][C:38]([C:41]([O:43][CH3:44])=[O:42])=[CH:37][CH:36]=1)[C:12]([C@@H:14]1[CH2:23][C:22]2[C:17](=[CH:18][CH:19]=[CH:20][CH:21]=2)[CH2:16][N:15]1C(OCC1C=CC=CC=1)=O)=[O:13])[CH3:10]. Product: [F:1][C:2]1[C:7]([F:8])=[CH:6][CH:5]=[CH:4][C:3]=1[C@H:9]([N:11]([CH2:34][C:35]1[CH:36]=[CH:37][C:38]([C:41]([O:43][CH3:44])=[O:42])=[CH:39][CH:40]=1)[C:12]([C@@H:14]1[CH2:23][C:22]2[C:17](=[CH:18][CH:19]=[CH:20][CH:21]=2)[CH2:16][NH:15]1)=[O:13])[CH3:10]. The catalyst class is: 19. (2) Reactant: [CH3:1][C:2]([NH:4][C:5]1[CH:6]=[CH:7][C:8]([OH:11])=[CH:9][CH:10]=1)=[O:3].[NH2:12][CH2:13][C:14]([OH:16])=[O:15].CCN(CC)CC. Product: [CH3:1][C:2]([NH:4][C:5]1[CH:10]=[CH:9][C:8]([OH:11])=[CH:7][CH:6]=1)=[O:3].[NH2:12][CH2:13][C:14]([OH:16])=[O:15]. The catalyst class is: 3. (3) Reactant: [N+:1]([C:4]1[CH:5]=[C:6]([CH2:10][C:11]([OH:13])=O)[CH:7]=[CH:8][CH:9]=1)([O-:3])=[O:2].[CH2:14]([CH2:16][NH2:17])[OH:15].C(N(CC)CC)C.F[P-](F)(F)(F)(F)F.N1(O[P+](N2CCCC2)(N2CCCC2)N2CCCC2)C2C=CC=CC=2N=N1. Product: [OH:15][CH2:14][CH2:16][NH:17][C:11](=[O:13])[CH2:10][C:6]1[CH:7]=[CH:8][CH:9]=[C:4]([N+:1]([O-:3])=[O:2])[CH:5]=1. The catalyst class is: 3. (4) Reactant: [NH2:1][C:2]1[CH:26]=[C:25]([O:27][C:28]2[CH:33]=[CH:32][CH:31]=[CH:30][CH:29]=2)[CH:24]=[CH:23][C:3]=1[C:4]([NH:6][C:7]1[CH:12]=[CH:11][C:10]([O:13][CH2:14][CH2:15][N:16]2[CH2:20][CH2:19][CH2:18][CH2:17]2)=[C:9]([O:21][CH3:22])[CH:8]=1)=[O:5].[C:34](C1NC=CN=1)(C1NC=CN=1)=[O:35].C1CCN2C(=NCCC2)CC1. Product: [CH3:22][O:21][C:9]1[CH:8]=[C:7]([N:6]2[C:4](=[O:5])[C:3]3[C:2](=[CH:26][C:25]([O:27][C:28]4[CH:29]=[CH:30][CH:31]=[CH:32][CH:33]=4)=[CH:24][CH:23]=3)[NH:1][C:34]2=[O:35])[CH:12]=[CH:11][C:10]=1[O:13][CH2:14][CH2:15][N:16]1[CH2:17][CH2:18][CH2:19][CH2:20]1. The catalyst class is: 4. (5) Reactant: C(=O)(O)[O-].[Na+].[N:6]#[C:7]Br.[Si:9]([O:16][CH2:17][CH2:18][NH:19][C:20]1[CH:25]=[CH:24][C:23]([N:26]2[CH2:30][C@H:29]([CH2:31][NH:32][C:33]([C:35]3[S:36][C:37]([Cl:40])=[CH:38][CH:39]=3)=[O:34])[O:28][C:27]2=[O:41])=[CH:22][CH:21]=1)([C:12]([CH3:15])([CH3:14])[CH3:13])([CH3:11])[CH3:10].O. Product: [Si:9]([O:16][CH2:17][CH2:18][N:19]([C:7]#[N:6])[C:20]1[CH:21]=[CH:22][C:23]([N:26]2[CH2:30][C@H:29]([CH2:31][NH:32][C:33]([C:35]3[S:36][C:37]([Cl:40])=[CH:38][CH:39]=3)=[O:34])[O:28][C:27]2=[O:41])=[CH:24][CH:25]=1)([C:12]([CH3:15])([CH3:13])[CH3:14])([CH3:10])[CH3:11]. The catalyst class is: 266. (6) Reactant: [Br:1][C:2]1[CH:3]=[N:4][C:5](Cl)=[N:6][CH:7]=1.Cl.[F:10][C:11]([F:26])([F:25])[C:12]1[CH:24]=[CH:23][CH:22]=[CH:21][C:13]=1[O:14][CH:15]1[CH2:20][CH2:19][NH:18][CH2:17][CH2:16]1.C(N(CC)C(C)C)(C)C.[NH4+].[Cl-]. Product: [Br:1][C:2]1[CH:3]=[N:4][C:5]([N:18]2[CH2:17][CH2:16][CH:15]([O:14][C:13]3[CH:21]=[CH:22][CH:23]=[CH:24][C:12]=3[C:11]([F:10])([F:25])[F:26])[CH2:20][CH2:19]2)=[N:6][CH:7]=1. The catalyst class is: 41. (7) Reactant: [C:1]([O:5][C:6](=[O:32])[CH2:7][CH2:8][CH:9]1[NH:14][CH2:13][CH2:12][N:11]([C:15]2[C:25]([C:26]#[N:27])=[CH:24][C:18]([C:19]([O:21][CH2:22][CH3:23])=[O:20])=[C:17]([C:28]([F:31])([F:30])[F:29])[N:16]=2)[CH2:10]1)([CH3:4])([CH3:3])[CH3:2].[C:33]1([N:39]=[C:40]=[O:41])[CH:38]=[CH:37][CH:36]=[CH:35][CH:34]=1. Product: [NH:39]([C:40]([N:14]1[CH2:13][CH2:12][N:11]([C:15]2[C:25]([C:26]#[N:27])=[CH:24][C:18]([C:19]([O:21][CH2:22][CH3:23])=[O:20])=[C:17]([C:28]([F:30])([F:31])[F:29])[N:16]=2)[CH2:10][CH:9]1[CH2:8][CH2:7][C:6]([O:5][C:1]([CH3:2])([CH3:3])[CH3:4])=[O:32])=[O:41])[C:33]1[CH:38]=[CH:37][CH:36]=[CH:35][CH:34]=1. The catalyst class is: 2. (8) Reactant: [Cl:1][C:2]1[C:3]([C:10](=O)[CH2:11][N:12]2[C:16](=[O:17])[C:15]3=[CH:18][CH:19]=[CH:20][CH:21]=[C:14]3[C:13]2=[O:22])=[N:4][CH:5]=[C:6]([O:8][CH3:9])[CH:7]=1.Cl.[CH3:25][O:26][NH2:27].N1C=CC=CC=1. Product: [Cl:1][C:2]1[C:3]([C:10](=[N:27][O:26][CH3:25])[CH2:11][N:12]2[C:16](=[O:17])[C:15]3=[CH:18][CH:19]=[CH:20][CH:21]=[C:14]3[C:13]2=[O:22])=[N:4][CH:5]=[C:6]([O:8][CH3:9])[CH:7]=1. The catalyst class is: 8. (9) Reactant: [CH3:1][NH:2][C:3]([C:5]1[CH:6]=[C:7]2[C:12](=[CH:13][C:14]=1[O:15][CH3:16])[N:11]=[CH:10][CH:9]=[C:8]2[O:17][C:18]1[CH:23]=[CH:22][C:21]([Cl:24])=[C:20]([NH2:25])[CH:19]=1)=[O:4].[N:26]1[CH:31]=C[CH:29]=[CH:28][CH:27]=1.ClC(OC1C=CC=CC=1)=[O:34].C1(N)CC1. Product: [CH3:1][NH:2][C:3]([C:5]1[CH:6]=[C:7]2[C:12](=[CH:13][C:14]=1[O:15][CH3:16])[N:11]=[CH:10][CH:9]=[C:8]2[O:17][C:18]1[CH:23]=[CH:22][C:21]([Cl:24])=[C:20]([NH:25][C:31]([NH:26][CH:27]2[CH2:29][CH2:28]2)=[O:34])[CH:19]=1)=[O:4]. The catalyst class is: 255. (10) Reactant: [Cl:1][C:2]1[CH:3]=[C:4]([CH:8]=[CH:9][C:10]=1[N:11]([CH2:28][CH2:29][OH:30])[C:12]([C:14]1[S:27][C:17]2[C:18]3[CH:26]=[CH:25][CH:24]=[CH:23][C:19]=3[O:20][CH2:21][CH2:22][C:16]=2[CH:15]=1)=[O:13])[C:5](O)=[O:6].C[N:32](C(ON1N=NC2C=CC=NC1=2)=[N+](C)C)C.F[P-](F)(F)(F)(F)F.CCN(C(C)C)C(C)C.[Cl-].[NH4+]. Product: [C:5]([C:4]1[CH:8]=[CH:9][C:10]([N:11]([CH2:28][CH2:29][OH:30])[C:12]([C:14]2[S:27][C:17]3[C:18]4[CH:26]=[CH:25][CH:24]=[CH:23][C:19]=4[O:20][CH2:21][CH2:22][C:16]=3[CH:15]=2)=[O:13])=[C:2]([Cl:1])[CH:3]=1)(=[O:6])[NH2:32]. The catalyst class is: 56.